The task is: Predict which catalyst facilitates the given reaction.. This data is from Catalyst prediction with 721,799 reactions and 888 catalyst types from USPTO. (1) Reactant: C(O)(C(F)(F)F)=O.[F:8][CH:9]([F:40])[N:10]1[C:14]2[C:15]([O:31][C@@H:32]([C@H:34]3[CH2:38][NH:37][C:36](=[O:39])[CH2:35]3)[CH3:33])=[N:16][C:17]([C:19]3[CH:24]=[CH:23][C:22]([N:25]4[CH2:30][CH2:29][NH:28][CH2:27][CH2:26]4)=[CH:21][CH:20]=3)=[CH:18][C:13]=2[N:12]=[CH:11]1.CCN(CC)CC.[CH3:48][S:49](O[S:49]([CH3:48])(=[O:51])=[O:50])(=[O:51])=[O:50]. Product: [F:40][CH:9]([F:8])[N:10]1[C:14]2[C:15]([O:31][C@@H:32]([C@H:34]3[CH2:38][NH:37][C:36](=[O:39])[CH2:35]3)[CH3:33])=[N:16][C:17]([C:19]3[CH:24]=[CH:23][C:22]([N:25]4[CH2:30][CH2:29][N:28]([S:49]([CH3:48])(=[O:51])=[O:50])[CH2:27][CH2:26]4)=[CH:21][CH:20]=3)=[CH:18][C:13]=2[N:12]=[CH:11]1. The catalyst class is: 2. (2) Reactant: C([SiH2][O:6][C:7](C1C=CC=CC=1)(C1C=CC=CC=1)[C:8]1[CH:20]=[CH:19][C:11]2[C:12]([CH2:15][C:16]([NH2:18])=[O:17])=[CH:13][O:14][C:10]=2[CH:9]=1)(C)(C)C.C([O:35][C:36](=O)[C:37]([C:39]1[C:47]2[C:42](=[CH:43][CH:44]=[C:45]([F:48])[CH:46]=2)[N:41]([CH3:49])[CH:40]=1)=O)C.CC(C)([O-])C.[K+]. Product: [F:48][C:45]1[CH:46]=[C:47]2[C:42](=[CH:43][CH:44]=1)[N:41]([CH3:49])[CH:40]=[C:39]2[C:37]1[C:36](=[O:35])[NH:18][C:16](=[O:17])[C:15]=1[C:12]1[C:11]2[CH:19]=[CH:20][C:8]([CH2:7][OH:6])=[CH:9][C:10]=2[O:14][CH:13]=1. The catalyst class is: 1. (3) Reactant: [CH3:1][NH:2][CH3:3].Cl[C:5]([C:7]1[CH:16]=[CH:15][C:10]([C:11]([O:13][CH3:14])=[O:12])=[CH:9][CH:8]=1)=[O:6]. Product: [CH3:1][N:2]([CH3:3])[C:5]([C:7]1[CH:16]=[CH:15][C:10]([C:11]([O:13][CH3:14])=[O:12])=[CH:9][CH:8]=1)=[O:6]. The catalyst class is: 1. (4) Reactant: [Cl:1][C:2]1[N:7]=[C:6]2[CH:8]=[C:9]([C:16](OC)=[O:17])[N:10]([CH2:11][CH2:12][CH2:13][CH2:14][F:15])[C:5]2=[CH:4][CH:3]=1.[Li]. Product: [Cl:1][C:2]1[N:7]=[C:6]2[CH:8]=[C:9]([CH2:16][OH:17])[N:10]([CH2:11][CH2:12][CH2:13][CH2:14][F:15])[C:5]2=[CH:4][CH:3]=1. The catalyst class is: 1. (5) Reactant: [Cl:1]CCl.[CH:4]1[C:9]([C:10]#[N:11])=[CH:8][C:7]2[C:12]([CH2:15][CH2:16][CH2:17][CH2:18][N:19]3[CH2:24][CH2:23][N:22]([C:25]4[CH:26]=[CH:27][C:28]5[O:33][C:32]([C:34]([NH2:36])=[O:35])=[CH:31][C:29]=5[CH:30]=4)[CH2:21][CH2:20]3)=[CH:13][NH:14][C:6]=2[CH:5]=1.Cl. Product: [CH:4]1[C:9]([C:10]#[N:11])=[CH:8][C:7]2[C:12]([CH2:15][CH2:16][CH2:17][CH2:18][N:19]3[CH2:20][CH2:21][N:22]([C:25]4[CH:26]=[CH:27][C:28]5[O:33][C:32]([C:34]([NH2:36])=[O:35])=[CH:31][C:29]=5[CH:30]=4)[CH2:23][CH2:24]3)=[CH:13][NH:14][C:6]=2[CH:5]=1.[ClH:1]. The catalyst class is: 41. (6) Reactant: [CH2:1]([NH:8][C:9]1[CH:29]=[C:28]([C:30]2[N:34]=[C:33]([CH3:35])[O:32][N:31]=2)[CH:27]=[CH:26][C:10]=1[CH2:11][NH:12][C:13](=[O:25])[C:14]1[CH:19]=[C:18]([O:20][CH3:21])[C:17]([CH3:22])=[C:16]([O:23][CH3:24])[CH:15]=1)[C:2]1[CH:7]=[CH:6][CH:5]=[CH:4][CH:3]=1.Br[CH2:37][C:38]([O:40]C)=[O:39].C(=O)([O-])[O-].[K+].[K+]. Product: [CH2:1]([N:8]([CH2:37][C:38]([OH:40])=[O:39])[C:9]1[CH:29]=[C:28]([C:30]2[N:34]=[C:33]([CH3:35])[O:32][N:31]=2)[CH:27]=[CH:26][C:10]=1[CH2:11][NH:12][C:13](=[O:25])[C:14]1[CH:15]=[C:16]([O:23][CH3:24])[C:17]([CH3:22])=[C:18]([O:20][CH3:21])[CH:19]=1)[C:2]1[CH:7]=[CH:6][CH:5]=[CH:4][CH:3]=1. The catalyst class is: 3. (7) Reactant: C([O:5][C:6](=[O:43])[CH2:7][CH2:8][C@H:9]([NH:13][C:14]([C:16]1[CH:20]=[C:19]([O:21][CH2:22][C:23]([N:25]2[CH2:29][CH2:28][CH2:27][C@H:26]2[C:30](=[O:36])[NH:31][CH:32]2[CH2:35][CH2:34][CH2:33]2)=[O:24])[N:18]([C:37]2[CH:42]=[CH:41][CH:40]=[CH:39][CH:38]=2)[N:17]=1)=[O:15])[C:10]([OH:12])=O)(C)(C)C.CCN(C(C)C)C(C)C.CN(C(ON1N=NC2C=CC=NC1=2)=[N+](C)C)C.F[P-](F)(F)(F)(F)F.[CH2:77]([O:81][C:82]([N:84]1[CH2:88][CH2:87][CH:86]([NH2:89])[CH2:85]1)=[O:83])[CH2:78][CH2:79][CH3:80]. Product: [CH2:77]([O:81][C:82]([N:84]1[CH2:88][CH2:87][CH:86]([NH:89][C:10](=[O:12])[C@@H:9]([NH:13][C:14]([C:16]2[CH:20]=[C:19]([O:21][CH2:22][C:23]([N:25]3[CH2:29][CH2:28][CH2:27][C@H:26]3[C:30](=[O:36])[NH:31][CH:32]3[CH2:33][CH2:34][CH2:35]3)=[O:24])[N:18]([C:37]3[CH:42]=[CH:41][CH:40]=[CH:39][CH:38]=3)[N:17]=2)=[O:15])[CH2:8][CH2:7][C:6]([OH:5])=[O:43])[CH2:85]1)=[O:83])[CH2:78][CH2:79][CH3:80]. The catalyst class is: 39.